Task: Predict the reactants needed to synthesize the given product.. Dataset: Full USPTO retrosynthesis dataset with 1.9M reactions from patents (1976-2016) (1) Given the product [Cl:24][C:12]1[CH:13]=[C:14]2[C:9](=[CH:10][CH:11]=1)[N:8]=[C:7]([N:25]1[CH2:26][CH2:27][CH2:28][CH2:29][CH2:30]1)[C:6]([C:4]([OH:5])=[O:3])=[C:15]2[CH2:16][C:17]1[CH:22]=[CH:21][CH:20]=[CH:19][C:18]=1[Cl:23], predict the reactants needed to synthesize it. The reactants are: C([O:3][C:4]([C:6]1[C:7]([N:25]2[CH2:30][CH2:29][CH2:28][CH2:27][CH2:26]2)=[N:8][C:9]2[C:14]([C:15]=1[CH2:16][C:17]1[CH:22]=[CH:21][CH:20]=[CH:19][C:18]=1[Cl:23])=[CH:13][C:12]([Cl:24])=[CH:11][CH:10]=2)=[O:5])C.[OH-].[Na+]. (2) The reactants are: [H-].[Na+].[C:3]1([OH:9])[CH:8]=[CH:7][CH:6]=[CH:5][CH:4]=1.Cl[C:11]1[CH:16]=[CH:15][C:14]([C:17]2[S:18][C:19]3[N:20]=[CH:21][N:22]=[CH:23][C:24]=3[N:25]=2)=[CH:13][C:12]=1[C:26]#[N:27].O. Given the product [C:26]([C:12]1[CH:13]=[C:14]([C:17]2[S:18][C:19]3[N:20]=[CH:21][N:22]=[CH:23][C:24]=3[N:25]=2)[CH:15]=[CH:16][C:11]=1[O:9][C:3]1[CH:8]=[CH:7][CH:6]=[CH:5][CH:4]=1)#[N:27], predict the reactants needed to synthesize it. (3) Given the product [Cl:37][C:38]1[CH:39]=[CH:40][C:41]([S:44]([NH:47][C:48](=[O:49])[O:27][CH2:26][CH2:25][CH2:24][C:14]2[CH:15]=[CH:16][C:17]([O:19][CH2:20][CH2:21][O:22][CH3:23])=[CH:18][C:13]=2[O:12][C:3]2[C:2]([Cl:1])=[CH:7][C:6]([C:8]([F:9])([F:11])[F:10])=[CH:5][N:4]=2)(=[O:45])=[O:46])=[CH:42][CH:43]=1, predict the reactants needed to synthesize it. The reactants are: [Cl:1][C:2]1[C:3]([O:12][C:13]2[CH:18]=[C:17]([O:19][CH2:20][CH2:21][O:22][CH3:23])[CH:16]=[CH:15][C:14]=2[CH2:24][CH2:25][CH2:26][OH:27])=[N:4][CH:5]=[C:6]([C:8]([F:11])([F:10])[F:9])[CH:7]=1.C(N(CC)C(C)C)(C)C.[Cl:37][C:38]1[CH:43]=[CH:42][C:41]([S:44]([N:47]=[C:48]=[O:49])(=[O:46])=[O:45])=[CH:40][CH:39]=1.C(OC(=O)C)(=O)C.C(=O)([O-])O.[Na+]. (4) Given the product [Cl:40][C:6]1[C:5]2[C:10](=[CH:11][C:12]([C:13]3[N:14]=[N:15][C:16]([N:19]([CH3:30])[CH:20]4[CH2:25][C:24]([CH3:27])([CH3:26])[NH:23][C:22]([CH3:29])([CH3:28])[CH2:21]4)=[CH:17][CH:18]=3)=[C:3]([O:2][CH3:1])[CH:4]=2)[N:9]=[CH:8][CH:7]=1, predict the reactants needed to synthesize it. The reactants are: [CH3:1][O:2][C:3]1[CH:4]=[C:5]2[C:10](=[CH:11][C:12]=1[C:13]1[N:14]=[N:15][C:16]([N:19]([CH3:30])[CH:20]3[CH2:25][C:24]([CH3:27])([CH3:26])[NH:23][C:22]([CH3:29])([CH3:28])[CH2:21]3)=[CH:17][CH:18]=1)[NH:9][CH:8]=[CH:7][C:6]2=O.C([O-])([O-])=O.[K+].[K+].P(Cl)(Cl)([Cl:40])=O.